Task: Predict the reactants needed to synthesize the given product.. Dataset: Full USPTO retrosynthesis dataset with 1.9M reactions from patents (1976-2016) (1) Given the product [CH2:24]([NH:23][C:5]1[CH:4]=[CH:3][C:2]([N:1]2[C:35](=[O:36])[C:29]3[C:28](=[CH:27][CH:26]=[C:31]([C:32]([OH:34])=[O:33])[CH:30]=3)[C:38]2=[O:37])=[CH:7][C:6]=1[C:8]1[O:9][C:10]2[CH:16]=[CH:15][C:14]([C:17]3[CH:22]=[CH:21][CH:20]=[CH:19][CH:18]=3)=[CH:13][C:11]=2[N:12]=1)[CH3:25], predict the reactants needed to synthesize it. The reactants are: [NH2:1][C:2]1[CH:3]=[CH:4][C:5]([NH:23][CH2:24][CH3:25])=[C:6]([C:8]2[O:9][C:10]3[CH:16]=[CH:15][C:14]([C:17]4[CH:22]=[CH:21][CH:20]=[CH:19][CH:18]=4)=[CH:13][C:11]=3[N:12]=2)[CH:7]=1.[CH:26]1[C:31]([C:32]([OH:34])=[O:33])=[CH:30][C:29]2[C:35]([O:37][C:38](=O)[C:28]=2[CH:27]=1)=[O:36]. (2) Given the product [F:27][C@H:17]1[CH2:16][C@@:14]2([CH3:15])[C@@H:10]([CH2:11][CH2:12][CH:13]2[OH:28])[C@H:9]2[C@H:18]1[C:19]1[CH:20]=[CH:21][C:22]([OH:26])=[CH:23][C:24]=1[CH2:25][C@H:8]2[CH2:7][CH2:6][CH2:5][CH2:4][CH2:3][CH2:2][I:29], predict the reactants needed to synthesize it. The reactants are: Cl[CH2:2][CH2:3][CH2:4][CH2:5][CH2:6][CH2:7][C@@H:8]1[CH2:25][C:24]2[CH:23]=[C:22]([OH:26])[CH:21]=[CH:20][C:19]=2[C@@H:18]2[C@@H:9]1[C@H:10]1[C@@:14]([CH2:16][C@@H:17]2[F:27])([CH3:15])[CH:13]([OH:28])[CH2:12][CH2:11]1.[I-:29].[Na+]. (3) Given the product [C:19]([O:23][C:24]([N:26]1[CH2:30][C@@H:29]([CH2:31][O:32][CH3:33])[C@H:28]([CH2:34][OH:35])[CH2:27]1)=[O:25])([CH3:22])([CH3:21])[CH3:20], predict the reactants needed to synthesize it. The reactants are: CCCC[N+](CCCC)(CCCC)CCCC.[F-].[C:19]([O:23][C:24]([N:26]1[CH2:30][C@@H:29]([CH2:31][O:32][CH3:33])[C@H:28]([CH2:34][O:35][Si](C(C)(C)C)(C)C)[CH2:27]1)=[O:25])([CH3:22])([CH3:21])[CH3:20]. (4) The reactants are: C([O:4][C:5]([CH3:30])([CH3:29])[C:6]([NH:8][C:9]1[CH:17]=[C:16]([O:18][Si:19]([CH:26]([CH3:28])[CH3:27])([CH:23]([CH3:25])[CH3:24])[CH:20]([CH3:22])[CH3:21])[CH:15]=[CH:14][C:10]=1[C:11]([OH:13])=[O:12])=[O:7])(=O)C.C([O-])([O-])=O.[K+].[K+]. Given the product [OH:4][C:5]([CH3:30])([CH3:29])[C:6]([NH:8][C:9]1[CH:17]=[C:16]([O:18][Si:19]([CH:23]([CH3:25])[CH3:24])([CH:26]([CH3:27])[CH3:28])[CH:20]([CH3:21])[CH3:22])[CH:15]=[CH:14][C:10]=1[C:11]([OH:13])=[O:12])=[O:7], predict the reactants needed to synthesize it.